From a dataset of Full USPTO retrosynthesis dataset with 1.9M reactions from patents (1976-2016). Predict the reactants needed to synthesize the given product. (1) Given the product [ClH:33].[F:1][C:2]1[CH:3]=[CH:4][C:5]([CH2:6][NH:8][CH2:9][C:10]2[CH:15]=[CH:14][C:13]([F:16])=[CH:12][CH:11]=2)=[CH:17][CH:18]=1, predict the reactants needed to synthesize it. The reactants are: [F:1][C:2]1[CH:18]=[CH:17][C:5]([C:6]([NH:8][CH2:9][C:10]2[CH:15]=[CH:14][C:13]([F:16])=[CH:12][CH:11]=2)=O)=[CH:4][CH:3]=1.B(F)(F)F.CCOCC.S(C)C.[OH-].[Na+].[ClH:33]. (2) Given the product [C:13]([O:17][C:18](=[O:38])[NH:19][CH:20]1[CH2:29][C:28]2[C:23](=[CH:24][CH:25]=[CH:26][CH:27]=2)[NH:22][C:21]1=[O:37])([CH3:16])([CH3:14])[CH3:15], predict the reactants needed to synthesize it. The reactants are: NC1CC2C(=CC=CC=2)NC1=O.[C:13]([O:17][C:18](=[O:38])[NH:19][CH:20]1[CH2:29][C:28]2[C:23](=[CH:24][CH:25]=[CH:26][CH:27]=2)[N:22](CC2C=CC=CC=2)[C:21]1=[O:37])([CH3:16])([CH3:15])[CH3:14].